Dataset: Peptide-MHC class I binding affinity with 185,985 pairs from IEDB/IMGT. Task: Regression. Given a peptide amino acid sequence and an MHC pseudo amino acid sequence, predict their binding affinity value. This is MHC class I binding data. (1) The peptide sequence is YLQYSISTA. The MHC is HLA-A26:01 with pseudo-sequence HLA-A26:01. The binding affinity (normalized) is 0.0847. (2) The peptide sequence is DHQAAFQYI. The MHC is Patr-A0401 with pseudo-sequence Patr-A0401. The binding affinity (normalized) is 0.0430. (3) The peptide sequence is APSYRNFSF. The MHC is HLA-B57:01 with pseudo-sequence HLA-B57:01. The binding affinity (normalized) is 0.0847. (4) The MHC is HLA-A11:01 with pseudo-sequence HLA-A11:01. The peptide sequence is GYRSKACDM. The binding affinity (normalized) is 0.0847. (5) The peptide sequence is IIELPYVGDT. The MHC is HLA-A02:06 with pseudo-sequence HLA-A02:06. The binding affinity (normalized) is 0.0999. (6) The peptide sequence is ETFGFEIQSY. The MHC is HLA-A29:02 with pseudo-sequence HLA-A29:02. The binding affinity (normalized) is 0.154.